Task: Predict the reaction yield, written as a fraction of the theoretical maximum amount of product (1.0 means a 100% yield; for example, 0.34 means a 34% yield).. Dataset: Reaction yield outcomes from USPTO patents with 853,638 reactions (1) The reactants are [OH:1][C:2]1[CH:3]=[C:4]([CH:7]=[C:8]([OH:10])[CH:9]=1)[CH2:5][OH:6].Cl[C:12]1[CH:17]=[CH:16][C:15]([C:18]([F:21])([F:20])[F:19])=[CH:14][N:13]=1.C(=O)([O-])[O-].[K+].[K+]. The catalyst is CN(C)C=O. The product is [OH:6][CH2:5][C:4]1[CH:7]=[C:8]([OH:10])[CH:9]=[C:2]([O:1][C:12]2[CH:17]=[CH:16][C:15]([C:18]([F:21])([F:20])[F:19])=[CH:14][N:13]=2)[CH:3]=1. The yield is 0.200. (2) The reactants are [N+:1]([C:4]1[CH:5]=[C:6]2[C:14](=[CH:15][CH:16]=1)[NH:13][C:12]1[CH2:11][CH2:10][CH2:9][CH2:8][C:7]2=1)([O-:3])=[O:2].C(=O)([O-])[O-].[K+].[K+].Br[CH2:24][CH:25]([CH3:27])[CH3:26].O. The catalyst is CN(C=O)C. The product is [CH2:24]([N:13]1[C:12]2[CH2:11][CH2:10][CH2:9][CH2:8][C:7]=2[C:6]2[C:14]1=[CH:15][CH:16]=[C:4]([N+:1]([O-:3])=[O:2])[CH:5]=2)[CH:25]([CH3:27])[CH3:26]. The yield is 0.940. (3) The reactants are [OH:1][C:2]([CH3:35])([CH3:34])[CH2:3][C@@:4]1([C:28]2[CH:33]=[CH:32][CH:31]=[CH:30][CH:29]=2)[O:9][C:8](=[O:10])[N:7]([C@H:11]([C:13]2[CH:18]=[CH:17][C:16](B3OC(C)(C)C(C)(C)O3)=[CH:15][CH:14]=2)[CH3:12])[CH2:6][CH2:5]1.[CH2:36]([O:38][C:39]([C:41]1([C:44]2[N:45]=[N:46][C:47](Cl)=[CH:48][CH:49]=2)[CH2:43][CH2:42]1)=[O:40])[CH3:37]. No catalyst specified. The product is [CH2:36]([O:38][C:39]([C:41]1([C:44]2[N:45]=[N:46][C:47]([C:16]3[CH:15]=[CH:14][C:13]([C@@H:11]([N:7]4[CH2:6][CH2:5][C@:4]([CH2:3][C:2]([OH:1])([CH3:35])[CH3:34])([C:28]5[CH:33]=[CH:32][CH:31]=[CH:30][CH:29]=5)[O:9][C:8]4=[O:10])[CH3:12])=[CH:18][CH:17]=3)=[CH:48][CH:49]=2)[CH2:43][CH2:42]1)=[O:40])[CH3:37]. The yield is 0.440.